Dataset: Full USPTO retrosynthesis dataset with 1.9M reactions from patents (1976-2016). Task: Predict the reactants needed to synthesize the given product. (1) Given the product [CH2:1]([N:3]1[C:8]2[CH:9]=[C:10]([C:12]3[CH:13]=[N:14][NH:15][C:16]=3[CH3:17])[S:11][C:7]=2[C:6](=[O:18])[NH:5][C:4]1([CH3:19])[CH3:24])[CH3:2], predict the reactants needed to synthesize it. The reactants are: [CH2:1]([N:3]1[C:8]2[CH:9]=[C:10]([C:12]3[CH:13]=[N:14][NH:15][C:16]=3[CH3:17])[S:11][C:7]=2[C:6](=[O:18])[NH:5][C:4]1([CH3:24])[CH2:19]C(F)(F)F)[CH3:2].C(O)(C(F)(F)F)=O.COC(OC)(C)C.CC1(C)C2(CS(O)(=O)=O)C(CC1CC2)=O.[O-]S([O-])(=O)=O.[Mg+2].C([O-])(O)=O.[Na+].Cl. (2) Given the product [CH3:1][O:2][C:3]1[CH:4]=[CH:5][C:6]2[C:12]([C:13]3[CH:18]=[CH:17][CH:16]=[CH:15][CH:14]=3)=[N:11][CH2:10][C:9](=[O:19])[N:8]([CH3:24])[C:7]=2[CH:20]=1, predict the reactants needed to synthesize it. The reactants are: [CH3:1][O:2][C:3]1[CH:4]=[CH:5][C:6]2[C:12]([C:13]3[CH:18]=[CH:17][CH:16]=[CH:15][CH:14]=3)=[N:11][CH2:10][C:9](=[O:19])[NH:8][C:7]=2[CH:20]=1.[H-].[Na+].I[CH3:24].O. (3) Given the product [F:13][C:6]1[CH:7]=[C:8]([C:20]([OH:21])([CH3:22])[CH3:19])[CH:9]=[C:10]([F:11])[C:5]=1[CH:4]=[CH:3][O:2][CH3:1], predict the reactants needed to synthesize it. The reactants are: [CH3:1][O:2][CH:3]=[CH:4][C:5]1[C:10]([F:11])=[CH:9][C:8](Br)=[CH:7][C:6]=1[F:13].[Li]CCCC.[CH3:19][C:20]([CH3:22])=[O:21].O.